The task is: Predict the reactants needed to synthesize the given product.. This data is from Full USPTO retrosynthesis dataset with 1.9M reactions from patents (1976-2016). (1) The reactants are: [CH3:1][C:2]1[CH:3]=[C:4]([C:9]2[N:10]=[C:11]([NH2:20])[S:12][C:13]=2[C:14]2[CH:19]=[CH:18][N:17]=[CH:16][CH:15]=2)[CH:5]=[C:6]([CH3:8])[CH:7]=1.Cl.[C:22](Cl)(=[O:29])[C:23]1[CH:28]=[CH:27][CH:26]=[N:25][CH:24]=1.C(=O)([O-])O.[Na+]. Given the product [CH3:1][C:2]1[CH:3]=[C:4]([C:9]2[N:10]=[C:11]([NH:20][C:22](=[O:29])[C:23]3[CH:28]=[CH:27][CH:26]=[N:25][CH:24]=3)[S:12][C:13]=2[C:14]2[CH:19]=[CH:18][N:17]=[CH:16][CH:15]=2)[CH:5]=[C:6]([CH3:8])[CH:7]=1, predict the reactants needed to synthesize it. (2) The reactants are: [F:1][C:2]1[CH:7]=[CH:6][C:5]([C:8]2[CH:13]=[C:12]([CH:14]([CH3:16])[CH3:15])[N:11]=[C:10]([OH:17])[N:9]=2)=[CH:4][CH:3]=1.CN(C=O)C.[Br:23]N1C(=O)CCC1=O. Given the product [Br:23][C:13]1[C:8]([C:5]2[CH:4]=[CH:3][C:2]([F:1])=[CH:7][CH:6]=2)=[N:9][C:10]([OH:17])=[N:11][C:12]=1[CH:14]([CH3:15])[CH3:16], predict the reactants needed to synthesize it. (3) Given the product [C:7]([O:13][CH2:18][CH2:17][C:16]([F:21])([F:20])[C:15]([Br:14])([F:23])[F:22])(=[O:12])[C:8]([CH3:11])([CH3:10])[CH3:9], predict the reactants needed to synthesize it. The reactants are: C(O[K])(C)(C)C.[C:7]([OH:13])(=[O:12])[C:8]([CH3:11])([CH3:10])[CH3:9].[Br:14][C:15]([F:23])([F:22])[C:16]([F:21])([F:20])[CH2:17][CH2:18]Br.C1(C)C=CC=CC=1. (4) Given the product [Si:5]([O:9][C@@H:10]([CH2:15][O:16][CH2:17][CH3:18])[C:11]([O:13][CH3:14])=[O:12])([C:1]([CH3:4])([CH3:3])[CH3:2])([CH3:7])[CH3:6], predict the reactants needed to synthesize it. The reactants are: [C:1]([Si:5](Cl)([CH3:7])[CH3:6])([CH3:4])([CH3:3])[CH3:2].[OH:9][C@@H:10]([CH2:15][O:16][CH2:17][CH3:18])[C:11]([O:13][CH3:14])=[O:12].N1C=CN=C1. (5) Given the product [CH2:16]1[C:17]2[CH:18]([N:9]=[C:6]3[C:5]=2[CH:4]=[CH:3][CH:8]=[CH:7]3)[CH2:19][CH2:14]1, predict the reactants needed to synthesize it. The reactants are: C([C:3]1[CH:8]=[CH:7][C:6]([NH:9]N)=[CH:5][CH:4]=1)#N.N1[C:19]2[C:14](=C[CH:16]=[CH:17][CH:18]=2)C=C1. (6) Given the product [NH2:7][C:8]1([C:12]2[CH:17]=[CH:16][C:15]([C:18]3[C:23]([C:24]4[CH:29]=[CH:28][CH:27]=[CH:26][CH:25]=4)=[C:22]([NH:30][C:31]([CH3:32])([CH3:33])[CH3:34])[N:21]4[N:35]=[C:36]([C:38]5[CH:43]=[CH:42][CH:41]=[CH:40][N:39]=5)[N:37]=[C:20]4[N:19]=3)=[CH:14][CH:13]=2)[CH2:11][CH2:10][CH2:9]1, predict the reactants needed to synthesize it. The reactants are: C(OC(=O)[NH:7][C:8]1([C:12]2[CH:17]=[CH:16][C:15]([C:18]3[C:23]([C:24]4[CH:29]=[CH:28][CH:27]=[CH:26][CH:25]=4)=[C:22]([NH:30][C:31]([CH3:34])([CH3:33])[CH3:32])[N:21]4[N:35]=[C:36]([C:38]5[CH:43]=[CH:42][CH:41]=[CH:40][N:39]=5)[N:37]=[C:20]4[N:19]=3)=[CH:14][CH:13]=2)[CH2:11][CH2:10][CH2:9]1)(C)(C)C.Cl.